Dataset: Full USPTO retrosynthesis dataset with 1.9M reactions from patents (1976-2016). Task: Predict the reactants needed to synthesize the given product. (1) Given the product [Br:1][C:2]1[CH:3]=[C:4]2[C:5](=[CH:6][CH:7]=1)[NH:8][N:11]=[C:9]2[CH3:10], predict the reactants needed to synthesize it. The reactants are: [Br:1][C:2]1[CH:7]=[CH:6][C:5]([NH2:8])=[C:4]([CH2:9][CH3:10])[CH:3]=1.[N:11]([O-])=O.[Na+]. (2) The reactants are: [O:1]1[CH2:6][CH2:5][O:4][CH2:3][C@@H:2]1[CH2:7][OH:8].O[N:10]1[C:14](=[O:15])[C:13]2=[CH:16][CH:17]=[CH:18][CH:19]=[C:12]2[C:11]1=[O:20].C1(P(C2C=CC=CC=2)C2C=CC=CC=2)C=CC=CC=1.N(C(OC(C)C)=O)=NC(OC(C)C)=O. Given the product [O:1]1[CH2:6][CH2:5][O:4][CH2:3][C@@H:2]1[CH2:7][O:8][N:10]1[C:14](=[O:15])[C:13]2[C:12](=[CH:19][CH:18]=[CH:17][CH:16]=2)[C:11]1=[O:20], predict the reactants needed to synthesize it.